From a dataset of NCI-60 drug combinations with 297,098 pairs across 59 cell lines. Regression. Given two drug SMILES strings and cell line genomic features, predict the synergy score measuring deviation from expected non-interaction effect. (1) Drug 1: CC12CCC(CC1=CCC3C2CCC4(C3CC=C4C5=CN=CC=C5)C)O. Drug 2: CC(C1=C(C=CC(=C1Cl)F)Cl)OC2=C(N=CC(=C2)C3=CN(N=C3)C4CCNCC4)N. Cell line: A498. Synergy scores: CSS=6.30, Synergy_ZIP=-0.568, Synergy_Bliss=-0.535, Synergy_Loewe=-7.51, Synergy_HSA=-2.59. (2) Drug 1: CC1=C(C(=CC=C1)Cl)NC(=O)C2=CN=C(S2)NC3=CC(=NC(=N3)C)N4CCN(CC4)CCO. Drug 2: CN(C(=O)NC(C=O)C(C(C(CO)O)O)O)N=O. Cell line: RPMI-8226. Synergy scores: CSS=12.5, Synergy_ZIP=2.39, Synergy_Bliss=1.48, Synergy_Loewe=10.4, Synergy_HSA=2.29. (3) Drug 1: CC1C(C(CC(O1)OC2CC(CC3=C2C(=C4C(=C3O)C(=O)C5=C(C4=O)C(=CC=C5)OC)O)(C(=O)CO)O)N)O.Cl. Drug 2: C1=CC(=CC=C1CCCC(=O)O)N(CCCl)CCCl. Synergy scores: CSS=7.17, Synergy_ZIP=-2.22, Synergy_Bliss=-2.33, Synergy_Loewe=0.112, Synergy_HSA=-1.91. Cell line: HOP-92.